This data is from Catalyst prediction with 721,799 reactions and 888 catalyst types from USPTO. The task is: Predict which catalyst facilitates the given reaction. Reactant: [Cl-:1].[Al+3].[Cl-].[Cl-].[Cl:5][C:6]1[CH:11]=[CH:10][CH:9]=[CH:8][CH:7]=1.[CH:12]1[C:17]2[C:18]([O:20][C:21](=[O:22])[C:16]=2[CH:15]=[C:14]2[C:23]([O:25][C:26](=[O:27])[C:13]=12)=[O:24])=[O:19].Cl. Product: [Cl:5][C:6]1[CH:11]=[CH:10][C:9]([C:26]([C:13]2[CH:12]=[C:17]([C:18]([OH:20])=[O:19])[C:16]([C:21](=[O:22])[C:6]3[CH:11]=[CH:10][C:9]([Cl:1])=[CH:8][CH:7]=3)=[CH:15][C:14]=2[C:23]([OH:25])=[O:24])=[O:27])=[CH:8][CH:7]=1. The catalyst class is: 84.